This data is from Reaction yield outcomes from USPTO patents with 853,638 reactions. The task is: Predict the reaction yield, written as a fraction of the theoretical maximum amount of product (1.0 means a 100% yield; for example, 0.34 means a 34% yield). The reactants are [CH3:1][C:2]1([CH3:9])[CH2:7][CH2:6][C:5](=[O:8])[CH:4]=[CH:3]1. The catalyst is [Pd].CCOC(C)=O. The product is [CH3:1][C:2]1([CH3:9])[CH2:7][CH2:6][C:5](=[O:8])[CH2:4][CH2:3]1. The yield is 0.820.